Dataset: NCI-60 drug combinations with 297,098 pairs across 59 cell lines. Task: Regression. Given two drug SMILES strings and cell line genomic features, predict the synergy score measuring deviation from expected non-interaction effect. (1) Drug 1: CC12CCC(CC1=CCC3C2CCC4(C3CC=C4C5=CN=CC=C5)C)O. Drug 2: C(CN)CNCCSP(=O)(O)O. Cell line: HL-60(TB). Synergy scores: CSS=-4.03, Synergy_ZIP=3.58, Synergy_Bliss=-2.52, Synergy_Loewe=-8.14, Synergy_HSA=-7.87. (2) Drug 1: CN1CCC(CC1)COC2=C(C=C3C(=C2)N=CN=C3NC4=C(C=C(C=C4)Br)F)OC. Synergy scores: CSS=4.99, Synergy_ZIP=-3.94, Synergy_Bliss=-7.09, Synergy_Loewe=-26.3, Synergy_HSA=-13.8. Drug 2: C1=NC2=C(N1)C(=S)N=CN2. Cell line: COLO 205. (3) Drug 1: C1=CC(=CC=C1CCC2=CNC3=C2C(=O)NC(=N3)N)C(=O)NC(CCC(=O)O)C(=O)O. Drug 2: CCC1=CC2CC(C3=C(CN(C2)C1)C4=CC=CC=C4N3)(C5=C(C=C6C(=C5)C78CCN9C7C(C=CC9)(C(C(C8N6C)(C(=O)OC)O)OC(=O)C)CC)OC)C(=O)OC.C(C(C(=O)O)O)(C(=O)O)O. Cell line: OVCAR-4. Synergy scores: CSS=24.7, Synergy_ZIP=-13.1, Synergy_Bliss=-14.0, Synergy_Loewe=-10.2, Synergy_HSA=-8.09. (4) Drug 1: C1CCC(C1)C(CC#N)N2C=C(C=N2)C3=C4C=CNC4=NC=N3. Synergy scores: CSS=6.42, Synergy_ZIP=-1.52, Synergy_Bliss=2.30, Synergy_Loewe=0.497, Synergy_HSA=3.46. Drug 2: COC1=C(C=C2C(=C1)N=CN=C2NC3=CC(=C(C=C3)F)Cl)OCCCN4CCOCC4. Cell line: MOLT-4. (5) Drug 1: CC(C)(C#N)C1=CC(=CC(=C1)CN2C=NC=N2)C(C)(C)C#N. Drug 2: C1CN(CCN1C(=O)CCBr)C(=O)CCBr. Cell line: MALME-3M. Synergy scores: CSS=18.2, Synergy_ZIP=6.11, Synergy_Bliss=6.24, Synergy_Loewe=8.53, Synergy_HSA=6.89. (6) Drug 1: CC1C(C(CC(O1)OC2CC(OC(C2O)C)OC3=CC4=CC5=C(C(=O)C(C(C5)C(C(=O)C(C(C)O)O)OC)OC6CC(C(C(O6)C)O)OC7CC(C(C(O7)C)O)OC8CC(C(C(O8)C)O)(C)O)C(=C4C(=C3C)O)O)O)O. Drug 2: CCN(CC)CCCC(C)NC1=C2C=C(C=CC2=NC3=C1C=CC(=C3)Cl)OC. Cell line: OVCAR-4. Synergy scores: CSS=41.7, Synergy_ZIP=-2.48, Synergy_Bliss=-5.16, Synergy_Loewe=-2.93, Synergy_HSA=-3.50. (7) Drug 2: CCCCCOC(=O)NC1=NC(=O)N(C=C1F)C2C(C(C(O2)C)O)O. Cell line: NCI-H522. Drug 1: CC1=CC=C(C=C1)C2=CC(=NN2C3=CC=C(C=C3)S(=O)(=O)N)C(F)(F)F. Synergy scores: CSS=0.619, Synergy_ZIP=1.53, Synergy_Bliss=4.41, Synergy_Loewe=-0.610, Synergy_HSA=-0.194. (8) Drug 1: CCC1(CC2CC(C3=C(CCN(C2)C1)C4=CC=CC=C4N3)(C5=C(C=C6C(=C5)C78CCN9C7C(C=CC9)(C(C(C8N6C=O)(C(=O)OC)O)OC(=O)C)CC)OC)C(=O)OC)O.OS(=O)(=O)O. Drug 2: C1CN(P(=O)(OC1)NCCCl)CCCl. Cell line: HCT-15. Synergy scores: CSS=9.11, Synergy_ZIP=5.07, Synergy_Bliss=4.82, Synergy_Loewe=3.29, Synergy_HSA=1.43. (9) Drug 1: C1CN1C2=NC(=NC(=N2)N3CC3)N4CC4. Drug 2: CC(C)NC(=O)C1=CC=C(C=C1)CNNC.Cl. Cell line: HS 578T. Synergy scores: CSS=0.519, Synergy_ZIP=-4.12, Synergy_Bliss=-4.72, Synergy_Loewe=-12.7, Synergy_HSA=-5.71. (10) Cell line: KM12. Drug 2: B(C(CC(C)C)NC(=O)C(CC1=CC=CC=C1)NC(=O)C2=NC=CN=C2)(O)O. Synergy scores: CSS=34.8, Synergy_ZIP=-3.53, Synergy_Bliss=0.869, Synergy_Loewe=-18.2, Synergy_HSA=-2.77. Drug 1: C1CN1C2=NC(=NC(=N2)N3CC3)N4CC4.